From a dataset of Forward reaction prediction with 1.9M reactions from USPTO patents (1976-2016). Predict the product of the given reaction. (1) Given the reactants [NH2:1][C:2]1[CH:7]=[N:6][CH:5]=[C:4]([Cl:8])[N:3]=1.[Cl:9][C:10]1[CH:11]=[C:12]([CH:15]=[CH:16][CH:17]=1)[CH:13]=O.[BH4-].[Na+], predict the reaction product. The product is: [Cl:9][C:10]1[CH:11]=[C:12]([CH:15]=[CH:16][CH:17]=1)[CH2:13][NH:1][C:2]1[CH:7]=[N:6][CH:5]=[C:4]([Cl:8])[N:3]=1. (2) Given the reactants [Br:1][C:2]1[CH:7]=[CH:6][C:5]([C:8]([C:10]2[N:14]([CH3:15])[N:13]=[C:12]([CH3:16])[CH:11]=2)=O)=[C:4]([F:17])[CH:3]=1.[NH:18]([C:20]([O:22][C:23]([CH3:26])([CH3:25])[CH3:24])=[O:21])[NH2:19], predict the reaction product. The product is: [Br:1][C:2]1[CH:7]=[CH:6][C:5]([C:8]([C:10]2[N:14]([CH3:15])[N:13]=[C:12]([CH3:16])[CH:11]=2)=[N:19][NH:18][C:20]([O:22][C:23]([CH3:26])([CH3:25])[CH3:24])=[O:21])=[C:4]([F:17])[CH:3]=1. (3) Given the reactants [C:1]([O:6][CH3:7])(=[O:5])[CH:2]([CH3:4])[OH:3].[CH2:8](Cl)[C:9]1[CH:14]=[CH:13][CH:12]=[CH:11][CH:10]=1.CC(C)([O-])C.[Na+], predict the reaction product. The product is: [CH2:8]([O:3][CH:2]([CH3:4])[C:1]([O:6][CH3:7])=[O:5])[C:9]1[CH:14]=[CH:13][CH:12]=[CH:11][CH:10]=1.